Dataset: Full USPTO retrosynthesis dataset with 1.9M reactions from patents (1976-2016). Task: Predict the reactants needed to synthesize the given product. Given the product [CH3:23][O:24][C:25]1[CH:30]=[C:29]([C:2]2[C:3]([O:8][C:9]3[CH:14]=[CH:13][C:12]([NH:15][C:16]4[CH:21]=[CH:20][C:19]([CH3:22])=[CH:18][N:17]=4)=[CH:11][CH:10]=3)=[N:4][CH:5]=[CH:6][CH:7]=2)[CH:28]=[CH:27][N:26]=1, predict the reactants needed to synthesize it. The reactants are: Br[C:2]1[C:3]([O:8][C:9]2[CH:14]=[CH:13][C:12]([NH:15][C:16]3[CH:21]=[CH:20][C:19]([CH3:22])=[CH:18][N:17]=3)=[CH:11][CH:10]=2)=[N:4][CH:5]=[CH:6][CH:7]=1.[CH3:23][O:24][C:25]1[CH:30]=[C:29](B(O)O)[CH:28]=[CH:27][N:26]=1.C(=O)([O-])[O-].[Na+].[Na+].